Dataset: Reaction yield outcomes from USPTO patents with 853,638 reactions. Task: Predict the reaction yield, written as a fraction of the theoretical maximum amount of product (1.0 means a 100% yield; for example, 0.34 means a 34% yield). (1) The reactants are [Br:1][C:2]1[N:11]=[C:10]2[C:5]([C:6](=O)[CH2:7][CH2:8][NH:9]2)=[CH:4][CH:3]=1.[CH:13](I)(I)[I:14]. The catalyst is O1CCCC1.C(Cl)Cl. The product is [Br:1][C:2]1[N:11]=[C:10]2[C:5]([C:6](=[CH:13][I:14])[CH2:7][CH2:8][NH:9]2)=[CH:4][CH:3]=1. The yield is 0.270. (2) The reactants are C([C:3]1[O:7][C:6]([C:8]([NH:10][C:11]2[S:12][C:13]([C:21]([CH:23]3[CH2:28][CH2:27][O:26][CH2:25][CH2:24]3)=[O:22])=[C:14]([C:16]3[O:17][CH:18]=[CH:19][CH:20]=3)[N:15]=2)=[O:9])=[CH:5][CH:4]=1)=O.Cl.[NH2:30][OH:31]. The catalyst is C(O)C. The product is [O:17]1[CH:18]=[CH:19][CH:20]=[C:16]1[C:14]1[N:15]=[C:11]([NH:10][C:8]([CH:6]2[CH:5]=[CH:4][C:3](=[N:30][OH:31])[O:7]2)=[O:9])[S:12][C:13]=1[C:21]([CH:23]1[CH2:24][CH2:25][O:26][CH2:27][CH2:28]1)=[O:22]. The yield is 0.840. (3) The catalyst is CO. The yield is 0.980. The product is [N:1]1[CH:6]=[CH:5][C:4]([C@@H:7]2[O:8][CH:12]=[N:11][C@H:13]2[C:14]([N:16]2[CH2:20][CH2:19][CH2:18][CH2:17]2)=[O:15])=[CH:3][CH:2]=1. The reactants are [N:1]1[CH:6]=[CH:5][C:4]([CH:7]=[O:8])=[CH:3][CH:2]=1.[OH-].[K+].[N+:11]([CH2:13][C:14]([N:16]1[CH2:20][CH2:19][CH2:18][CH2:17]1)=[O:15])#[C-:12]. (4) The reactants are C(=O)([O-])[O-].[K+].[K+].[CH3:7][CH:8]([SH:10])[CH3:9].Cl[C:12]1[N:16]([CH3:17])[N:15]=[C:14]([C:18]([F:21])([F:20])[F:19])[C:13]=1[CH:22]=[O:23]. The catalyst is CN(C=O)C. The product is [CH:8]([S:10][C:12]1[N:16]([CH3:17])[N:15]=[C:14]([C:18]([F:20])([F:19])[F:21])[C:13]=1[CH:22]=[O:23])([CH3:9])[CH3:7]. The yield is 1.00. (5) The reactants are C[Si]([C:5]#[N:6])(C)C.[CH3:7][C:8]([C:10]1[CH:15]=[CH:14][CH:13]=[C:12]([Br:16])[CH:11]=1)=O.[NH4+:17].[Cl-]. The catalyst is N.CO. The product is [NH2:17][C:8]([C:10]1[CH:15]=[CH:14][CH:13]=[C:12]([Br:16])[CH:11]=1)([CH3:7])[C:5]#[N:6]. The yield is 0.860. (6) The reactants are [Cl:1][C:2]1[CH:3]=[C:4]([C:7](=O)[CH:8]=[CH:9][N:10](C)C)[S:5][CH:6]=1.O.[NH2:15]N. The catalyst is C(O)C. The product is [Cl:1][C:2]1[CH:3]=[C:4]([C:7]2[CH:8]=[CH:9][NH:10][N:15]=2)[S:5][CH:6]=1. The yield is 0.990. (7) The reactants are [N:1]([C:4]1[CH:14]=[CH:13][C:7]([C:8]([O:10][CH2:11][CH3:12])=[O:9])=[CH:6][CH:5]=1)=[C:2]=[O:3].[Cl:15][C:16]1[CH:22]=[CH:21][C:19]([NH2:20])=[CH:18][C:17]=1[C:23]([F:26])([F:25])[F:24]. The catalyst is C(Cl)Cl. The product is [Cl:15][C:16]1[CH:22]=[CH:21][C:19]([NH:20][C:2]([NH:1][C:4]2[CH:14]=[CH:13][C:7]([C:8]([O:10][CH2:11][CH3:12])=[O:9])=[CH:6][CH:5]=2)=[O:3])=[CH:18][C:17]=1[C:23]([F:24])([F:25])[F:26]. The yield is 0.970. (8) The reactants are [F:1][C:2]([F:38])([F:37])[C:3]1[CH:4]=[C:5]([CH:34]=[CH:35][CH:36]=1)[C:6]([NH:8][CH2:9][C:10]([NH:12][C@@H:13]1[CH2:17][CH2:16][N:15]([CH:18]2[CH2:23][CH2:22][N:21](C(OCC3C=CC=CC=3)=O)[CH2:20][CH2:19]2)[CH2:14]1)=[O:11])=[O:7].[H][H]. The catalyst is CO.[Pd]. The product is [O:11]=[C:10]([NH:12][C@@H:13]1[CH2:17][CH2:16][N:15]([CH:18]2[CH2:19][CH2:20][NH:21][CH2:22][CH2:23]2)[CH2:14]1)[CH2:9][NH:8][C:6](=[O:7])[C:5]1[CH:34]=[CH:35][CH:36]=[C:3]([C:2]([F:38])([F:37])[F:1])[CH:4]=1. The yield is 0.970. (9) The reactants are Cl.[CH2:2]([O:4][C:5](=[O:8])[CH2:6][NH2:7])[CH3:3].CCN(CC)CC.Cl[C:17]([O:19][CH:20](Cl)[CH3:21])=[O:18].[S:23]1[CH:27]=[CH:26][C:25]([C:28]2[CH:29]=[C:30]([C:38]3[N:42]=[N:41][NH:40][C:39]=3[C:43]#[N:44])[CH:31]=[C:32]([C:34]([F:37])([F:36])[F:35])[CH:33]=2)=[CH:24]1.C(=O)(O)[O-].[Na+]. The catalyst is C(Cl)Cl.O.CN(C=O)C. The product is [CH2:2]([O:4][C:5](=[O:8])[CH2:6][NH:7][C:17]([O:19][CH:20]([N:41]1[N:40]=[C:39]([C:43]#[N:44])[C:38]([C:30]2[CH:31]=[C:32]([C:34]([F:35])([F:36])[F:37])[CH:33]=[C:28]([C:25]3[CH:26]=[CH:27][S:23][CH:24]=3)[CH:29]=2)=[N:42]1)[CH3:21])=[O:18])[CH3:3]. The yield is 0.0400.